Task: Predict the product of the given reaction.. Dataset: Forward reaction prediction with 1.9M reactions from USPTO patents (1976-2016) Given the reactants [Br:1][C:2]1[CH:3]=[C:4]([OH:9])[CH:5]=[C:6]([F:8])[CH:7]=1.[CH3:10][C:11]([C@H:14]1[CH2:19][CH2:18][C@@H:17](OS(C)(=O)=O)[CH2:16][CH2:15]1)([CH3:13])[CH2+:12].C([O-])([O-])=O.[Cs+].[Cs+], predict the reaction product. The product is: [Br:1][C:2]1[CH:7]=[C:6]([F:8])[CH:5]=[C:4]([O:9][C@H:17]2[CH2:18][CH2:19][C@H:14]([C:11]([CH3:13])([CH3:12])[CH3:10])[CH2:15][CH2:16]2)[CH:3]=1.